The task is: Binary Classification. Given a miRNA mature sequence and a target amino acid sequence, predict their likelihood of interaction.. This data is from Experimentally validated miRNA-target interactions with 360,000+ pairs, plus equal number of negative samples. (1) The miRNA is mmu-miR-7233-3p with sequence UAUUGUCUGCCUUUAGGUCUAC. The protein sequence of the target gene is MQARYSVSDPNALGVVPYLSEQNYYRAAGSYGGMASPMGVYSGHPEQYGAGMGRSYAPYHHQPAAPKDLVKPPYSYIALITMAIQNAPEKKITLNGIYQFIMDRFPFYRENKQGWQNSIRHNLSLNECFVKVPRDDKKPGKGSYWTLDPDSYNMFENGSFLRRRRRFKKKDVPKDKEERAHLKEPPSTTAKGAPTGTPVADGPKEAEKKVVVKSEAASPALPVITKVETLSPEGALQASPRSASSTPAGSPDGSLPEHHAAAPNGLPGFSVETIMTLRTSPPGGDLSPAAARAGLVVPPL.... Result: 0 (no interaction). (2) The miRNA is mmu-miR-669n with sequence AUUUGUGUGUGGAUGUGUGU. The protein sequence of the target gene is MEGNGSVDMFSEVLENQFLQAAKLVENHLDSEIQKLDQIGEDELELLKEKRLAALRKAQQQKQEWLSKGHGEYREIGSERDFFQEVKESEKVVCHFYRDTTFRCKILDRHLAILAKKHLETKFLKLNVEKAPFLCERLRIKVIPTLALLRDGKTQDYVVGFTDLGNTDDFTTETLEWRLGCSDVINYSGNLMEPPFQSQKKFGTNFTKLEKKTIRGKKYDSDSDDD. Result: 1 (interaction). (3) The miRNA is hsa-miR-4255 with sequence CAGUGUUCAGAGAUGGA. The protein sequence of the target gene is MAEGGSPDGRAGPGSAGRNLKEWLREQFCDHPLEHCEDTRLHDAAYVGDLQTLRSLLQEESYRSRINEKSVWCCGWLPCTPLRIAATAGHGSCVDFLIRKGAEVDLVDVKGQTALYVAVVNGHLESTQILLEAGADPNGSRHHRSTPVYHASRVGRADILKALIRYGADVDVNHHLTPDVQPRFSRRLTSLVVCPLYISAAYHNLQCFRLLLLAGANPDFNCNGPVNTQGFYRGSPGCVMDAVLRHGCEAAFVSLLVEFGANLNLVKWESLGPESRGRRKVDPEALQVFKEARSVPRTLL.... Result: 1 (interaction). (4) The miRNA is mmu-miR-26a-1-3p with sequence CCUAUUCUUGGUUACUUGCACG. The protein sequence of the target gene is MRKRQQSQNEGTQAVSQAPGNQRPNNTCCFCWCCCCSCSCLTVRNEERGDSSGRSPHTTKMESIQVLEECQNPTADEVLSWSQNFDKMMKTPAGRNLFREFLRTEYSEENLLFWLACEDLKKEQNKKAVEEKARMIYEDYISILSPKEVSLDSRVREVINRSLLDPSPHMYEDAQLQIYTLMHRDSFPRFLNSQIYKAFVESTTSCTSES. Result: 0 (no interaction). (5) The miRNA is hsa-miR-335-5p with sequence UCAAGAGCAAUAACGAAAAAUGU. The protein sequence of the target gene is MAFWTQLMLLLWKNFMYRRRQPVQLLVELLWPLFLFFILVAVRHSHPPLEHHECHFPNKPLPSAGTVPWLQGLICNVNNTCFPQLTPGEEPGRLSNFNDSLVSRLLADARTVLGGASAHRTLAGLGKLIATLRAARSTAQPQPTKQSPLEPPMLDVAELLTSLLRTESLGLALGQAQEPLHSLLEAAEDLAQELLALRSLVELRALLQRPRGTSGPLELLSEALCSVRGPSSTVGPSLNWYEASDLMELVGQEPESALPDSSLSPACSELIGALDSHPLSRLLWRRLKPLILGKLLFAPD.... Result: 1 (interaction). (6) The miRNA is hsa-miR-1185-5p with sequence AGAGGAUACCCUUUGUAUGUU. The protein sequence of the target gene is MSSAAADHWAWLLVLSFVFGCNVLRILLPSFSSFMSRVLQKDAEQESQMRAEIQDMKQELSTVNMMDEFARYARLERKINKMTDKLKTHVKARTAQLAKIKWVISVAFYVLQAALMISLIWKYYSVPVAVVPSKWITPLDRLVAFPTRVAGGVGITCWILVCNKVVAIVLHPFS. Result: 0 (no interaction).